This data is from Peptide-MHC class I binding affinity with 185,985 pairs from IEDB/IMGT. The task is: Regression. Given a peptide amino acid sequence and an MHC pseudo amino acid sequence, predict their binding affinity value. This is MHC class I binding data. (1) The peptide sequence is GQQFYWPVM. The MHC is HLA-A02:01 with pseudo-sequence HLA-A02:01. The binding affinity (normalized) is 0.0946. (2) The peptide sequence is FPGTGSEFV. The MHC is HLA-A01:01 with pseudo-sequence HLA-A01:01. The binding affinity (normalized) is 0.0847. (3) The peptide sequence is KSLFNTIAVLY. The MHC is HLA-A11:01 with pseudo-sequence HLA-A11:01. The binding affinity (normalized) is 0.301. (4) The peptide sequence is IRFPKLFGW. The MHC is Mamu-B17 with pseudo-sequence Mamu-B17. The binding affinity (normalized) is 0.721. (5) The peptide sequence is RRGKANKPR. The MHC is HLA-A68:02 with pseudo-sequence HLA-A68:02. The binding affinity (normalized) is 0.0847. (6) The MHC is HLA-B51:01 with pseudo-sequence HLA-B51:01. The binding affinity (normalized) is 0.370. The peptide sequence is SPPIPMSRL. (7) The peptide sequence is MVMCGGSLYV. The MHC is HLA-A02:02 with pseudo-sequence HLA-A02:02. The binding affinity (normalized) is 0.749.